Dataset: Catalyst prediction with 721,799 reactions and 888 catalyst types from USPTO. Task: Predict which catalyst facilitates the given reaction. (1) Reactant: [Br:1]Br.[F:3][C:4]1[CH:9]=[CH:8][CH:7]=[CH:6][C:5]=1[OH:10]. Product: [Br:1][C:8]1[CH:7]=[CH:6][C:5]([OH:10])=[C:4]([F:3])[CH:9]=1. The catalyst class is: 15. (2) Product: [CH3:2][O:3][C:4]1[CH:12]=[C:11]2[C:7]([C:8]3[CH:16]=[CH:15][N:14]=[C:13]([CH3:17])[C:9]=3[N:10]2[CH2:26][CH2:27][N:28]([CH3:36])[C:29](=[O:35])[O:30][C:31]([CH3:33])([CH3:32])[CH3:34])=[CH:6][CH:5]=1. The catalyst class is: 3. Reactant: Cl.[CH3:2][O:3][C:4]1[CH:12]=[C:11]2[C:7]([C:8]3[CH:16]=[CH:15][N:14]=[C:13]([CH3:17])[C:9]=3[NH:10]2)=[CH:6][CH:5]=1.C1COCC1.[H-].[Na+].Cl[CH2:26][CH2:27][N:28]([CH3:36])[C:29](=[O:35])[O:30][C:31]([CH3:34])([CH3:33])[CH3:32]. (3) Reactant: [OH:1][C:2]1[C:10]([C:11](=[O:24])/[CH:12]=[CH:13]/[C:14]2[CH:19]=[CH:18][CH:17]=[C:16]([C:20]([F:23])([F:22])[F:21])[CH:15]=2)=[CH:9][CH:8]=[CH:7][C:3]=1[C:4]([OH:6])=[O:5].CS(C)=O. Product: [O:24]=[C:11]1[C:10]2[C:2](=[C:3]([C:4]([OH:6])=[O:5])[CH:7]=[CH:8][CH:9]=2)[O:1][C:13]([C:14]2[CH:19]=[CH:18][CH:17]=[C:16]([C:20]([F:21])([F:22])[F:23])[CH:15]=2)=[CH:12]1. The catalyst class is: 12. (4) Reactant: B.C1COCC1.[Cl:7][C:8]1[CH:15]=[CH:14][C:11]([C:12]#[N:13])=[CH:10][C:9]=1[N+:16]([O-:18])=[O:17].CO.Cl. Product: [ClH:7].[Cl:7][C:8]1[CH:15]=[CH:14][C:11]([CH2:12][NH2:13])=[CH:10][C:9]=1[N+:16]([O-:18])=[O:17]. The catalyst class is: 1. (5) Reactant: [C:1]([NH:4][C:5]1[S:9][C:8]2[CH2:10][CH2:11][CH2:12][CH2:13][C:7]=2[C:6]=1[C:14]([O:16][CH2:17][CH3:18])=[O:15])(=[O:3])[CH3:2].[Cr](O[Cr]([O-])(=O)=O)([O-])(=O)=[O:20].[K+].[K+]. Product: [C:1]([NH:4][C:5]1[S:9][C:8]2[C:10](=[O:20])[CH2:11][CH2:12][CH2:13][C:7]=2[C:6]=1[C:14]([O:16][CH2:17][CH3:18])=[O:15])(=[O:3])[CH3:2]. The catalyst class is: 15. (6) Reactant: [CH3:1][C:2]1[CH:7]=[C:6]([OH:8])[C:5]2[O:9][C:10]3[C:15]([C:16]([O:18][CH2:19][C:4]=2[CH:3]=1)=[O:17])=[C:14]([O:20][CH3:21])[C:13]([C@@H:22]([OH:27])[CH2:23][CH:24]([CH3:26])[CH3:25])=[CH:12][CH:11]=3.[H-].[Na+].[F:30][C:31]([F:43])([C:39]([F:42])([F:41])[F:40])[CH2:32][CH2:33][CH2:34][S:35](Cl)(=[O:37])=[O:36].C(N(CC)CC)C. Product: [F:43][C:31]([F:30])([C:39]([F:40])([F:41])[F:42])[CH2:32][CH2:33][CH2:34][S:35]([O:8][C:6]1[C:5]2[O:9][C:10]3[CH:11]=[CH:12][C:13]([C@@H:22]([OH:27])[CH2:23][CH:24]([CH3:25])[CH3:26])=[C:14]([O:20][CH3:21])[C:15]=3[C:16](=[O:17])[O:18][CH2:19][C:4]=2[CH:3]=[C:2]([CH3:1])[CH:7]=1)(=[O:37])=[O:36]. The catalyst class is: 217. (7) Reactant: C(OC([N:8]1[CH2:13][CH2:12][CH:11]([N:14]([CH:28]2[CH2:30][CH2:29]2)[C:15]([C:17]2[CH:18]=[N:19][C:20]([N:23]3[CH:27]=[CH:26][N:25]=[CH:24]3)=[N:21][CH:22]=2)=[O:16])[CH2:10][CH2:9]1)=O)(C)(C)C.ClCCl.[F:34][C:35]([F:40])([F:39])[C:36]([OH:38])=[O:37]. Product: [CH:28]1([N:14]([CH:11]2[CH2:12][CH2:13][NH:8][CH2:9][CH2:10]2)[C:15]([C:17]2[CH:22]=[N:21][C:20]([N:23]3[CH:27]=[CH:26][N:25]=[CH:24]3)=[N:19][CH:18]=2)=[O:16])[CH2:29][CH2:30]1.[F:34][C:35]([F:40])([F:39])[C:36]([OH:38])=[O:37]. The catalyst class is: 4. (8) Reactant: [F:1][C:2]1[CH:9]=[C:8](F)[C:7]([F:11])=[CH:6][C:3]=1[C:4]#[N:5].[NH2:12][NH2:13]. Product: [NH:12]([C:8]1[C:7]([F:11])=[CH:6][C:3]([C:4]#[N:5])=[C:2]([F:1])[CH:9]=1)[NH2:13]. The catalyst class is: 12. (9) Reactant: [N:1]1[CH:6]=[CH:5][CH:4]=[CH:3][C:2]=1[N:7]1[CH2:12][CH2:11][NH:10][CH2:9][CH2:8]1.C=O.[F:15][C:16]1[CH:24]=[CH:23][C:19]([C:20]([NH2:22])=[O:21])=[CH:18][C:17]=1[CH3:25].[C:26](=O)([O-])[O-].[K+].[K+]. Product: [F:15][C:16]1[CH:24]=[CH:23][C:19]([C:20]([NH:22][CH2:26][N:10]2[CH2:9][CH2:8][N:7]([C:2]3[CH:3]=[CH:4][CH:5]=[CH:6][N:1]=3)[CH2:12][CH2:11]2)=[O:21])=[CH:18][C:17]=1[CH3:25]. The catalyst class is: 8.